Dataset: M1 muscarinic receptor antagonist screen with 61,756 compounds. Task: Binary Classification. Given a drug SMILES string, predict its activity (active/inactive) in a high-throughput screening assay against a specified biological target. (1) The drug is Brc1c(c2oc(nn2)Cn2nnc3c(c2=O)cccc3)cccc1. The result is 0 (inactive). (2) The molecule is Clc1c(S(=O)(=O)Nc2ccc(cc2)C)cc(cc1)C(O)=O. The result is 0 (inactive). (3) The molecule is O=C(Nc1c(OC)ccc(c1)C)CCN1CCCC1. The result is 0 (inactive). (4) The compound is OC(=O)c1n(c(c(CC)c1)c1ccccc1)C=C. The result is 0 (inactive). (5) The compound is O=c1[nH]c2c(cc1c1nc3n(c1NCc1occc1)cccc3C)cc(cc2)C. The result is 0 (inactive). (6) The compound is O=c1n(c2c(n(nc2C)C)C)c(=O)c2c3c1ccc(c3ccc2)C(=O)C. The result is 0 (inactive). (7) The compound is O=C(Nc1ccccc1)c1n(ncc1N\C=C1\C(=O)C=CC=C1)C. The result is 0 (inactive).